From a dataset of Reaction yield outcomes from USPTO patents with 853,638 reactions. Predict the reaction yield, written as a fraction of the theoretical maximum amount of product (1.0 means a 100% yield; for example, 0.34 means a 34% yield). (1) The reactants are [CH3:1][O:2][CH2:3][C:4]#[C:5][C:6]([OH:8])=O.[NH2:9][C:10]1[N:15]=[CH:14][N:13]=[C:12]2[N:16]([C@@H:34]3[CH2:38][CH2:37][NH:36][CH2:35]3)[N:17]=[C:18]([C:19]3[CH:33]=[CH:32][C:22]([C:23]([NH:25][C:26]4[CH:31]=[CH:30][CH:29]=[CH:28][N:27]=4)=[O:24])=[CH:21][CH:20]=3)[C:11]=12.C(N=C=NCCCN(C)C)C. The catalyst is C(Cl)Cl. The product is [NH2:9][C:10]1[N:15]=[CH:14][N:13]=[C:12]2[N:16]([C@@H:34]3[CH2:38][CH2:37][N:36]([C:6](=[O:8])[C:5]#[C:4][CH2:3][O:2][CH3:1])[CH2:35]3)[N:17]=[C:18]([C:19]3[CH:20]=[CH:21][C:22]([C:23]([NH:25][C:26]4[CH:31]=[CH:30][CH:29]=[CH:28][N:27]=4)=[O:24])=[CH:32][CH:33]=3)[C:11]=12. The yield is 0.190. (2) The reactants are C(C1C(=O)C(Cl)=C(Cl)C(=O)C=1C#N)#N.[CH3:15][C:16]1[C:20]([C:21]2[C:22]([O:45][CH3:46])=[CH:23][C:24]3[CH:25]4[N:33]([C@@H:34]([C:36]5[CH:43]=[CH:42][C:39]([C:40]#[N:41])=[CH:38][CH:37]=5)[CH3:35])[C:32](=[O:44])[O:31][CH:26]4[CH2:27][NH:28][C:29]=3[CH:30]=2)=[C:19]([CH3:47])[O:18][N:17]=1. No catalyst specified. The product is [CH3:15][C:16]1[C:20]([C:21]2[C:22]([O:45][CH3:46])=[CH:23][C:24]3[C:25]4[N:33]([C@@H:34]([C:36]5[CH:37]=[CH:38][C:39]([C:40]#[N:41])=[CH:42][CH:43]=5)[CH3:35])[C:32](=[O:44])[O:31][C:26]=4[CH:27]=[N:28][C:29]=3[CH:30]=2)=[C:19]([CH3:47])[O:18][N:17]=1. The yield is 0.140.